Dataset: Full USPTO retrosynthesis dataset with 1.9M reactions from patents (1976-2016). Task: Predict the reactants needed to synthesize the given product. (1) Given the product [Br:1][C:2]1[CH:7]=[CH:6][C:5]([S:8]([N:11]2[CH2:18][CH2:17][C:14]([CH2:15][NH:23][CH:21]3[CH2:22][O:19][CH2:20]3)([OH:16])[CH2:13][CH2:12]2)(=[O:10])=[O:9])=[CH:4][CH:3]=1, predict the reactants needed to synthesize it. The reactants are: [Br:1][C:2]1[CH:7]=[CH:6][C:5]([S:8]([N:11]2[CH2:18][CH2:17][C:14]3([O:16][CH2:15]3)[CH2:13][CH2:12]2)(=[O:10])=[O:9])=[CH:4][CH:3]=1.[O:19]1[CH2:22][CH:21]([NH2:23])[CH2:20]1.[Al]. (2) The reactants are: [F:1][C:2]([F:30])([F:29])[C:3]1[CH:4]=[C:5]([NH:13][C:14](=[O:28])[C:15]2[CH:20]=[C:19]([C:21]#[C:22][Si](C)(C)C)[CH:18]=[CH:17][C:16]=2[OH:27])[CH:6]=[C:7]([C:9]([F:12])([F:11])[F:10])[CH:8]=1.[OH-].[Na+].Cl. Given the product [F:1][C:2]([F:29])([F:30])[C:3]1[CH:4]=[C:5]([NH:13][C:14](=[O:28])[C:15]2[CH:20]=[C:19]([C:21]#[CH:22])[CH:18]=[CH:17][C:16]=2[OH:27])[CH:6]=[C:7]([C:9]([F:10])([F:11])[F:12])[CH:8]=1, predict the reactants needed to synthesize it. (3) Given the product [Cl:23][C:16]1[CH:15]=[C:14]([NH:13][C:2]2[N:7]=[C:6]([C:8]3[S:9][CH:10]=[CH:11][CH:12]=3)[CH:5]=[CH:4][N:3]=2)[CH:22]=[CH:21][C:17]=1[C:18]([OH:20])=[O:19], predict the reactants needed to synthesize it. The reactants are: Cl[C:2]1[N:7]=[C:6]([C:8]2[S:9][CH:10]=[CH:11][CH:12]=2)[CH:5]=[CH:4][N:3]=1.[NH2:13][C:14]1[CH:22]=[CH:21][C:17]([C:18]([OH:20])=[O:19])=[C:16]([Cl:23])[CH:15]=1.CC1(C)C2C(=C(P(C3C=CC=CC=3)C3C=CC=CC=3)C=CC=2)OC2C(P(C3C=CC=CC=3)C3C=CC=CC=3)=CC=CC1=2.C([O-])([O-])=O.[Cs+].[Cs+]. (4) Given the product [NH2:1][C:2]1[C:7]2[C:8](=[O:29])[N:9]([C:13]3[CH:18]=[CH:17][C:16]([C@H:19]4[CH2:24][CH2:23][C@H:22]([CH2:25][C:26]([NH:31][S:32]([CH3:35])(=[O:34])=[O:33])=[O:28])[CH2:21][CH2:20]4)=[CH:15][CH:14]=3)[CH2:10][CH2:11][O:12][C:6]=2[N:5]=[CH:4][N:3]=1, predict the reactants needed to synthesize it. The reactants are: [NH2:1][C:2]1[C:7]2[C:8](=[O:29])[N:9]([C:13]3[CH:18]=[CH:17][C:16]([C@H:19]4[CH2:24][CH2:23][C@H:22]([CH2:25][C:26]([OH:28])=O)[CH2:21][CH2:20]4)=[CH:15][CH:14]=3)[CH2:10][CH2:11][O:12][C:6]=2[N:5]=[CH:4][N:3]=1.C[NH:31][SH:32](=[O:34])=[O:33].[CH:35]1C=CC2N(O)N=NC=2C=1.CCN=C=NCCCN(C)C.Cl. (5) Given the product [NH2:1][C:4]1[CH:13]=[C:12]2[C:7]([C:8]([N:14]3[CH2:15][CH2:16][N:17]([C:20]([NH:22][C:23]4[CH:24]=[CH:25][C:26]([O:29][C:30]5[CH:31]=[CH:32][CH:33]=[CH:34][CH:35]=5)=[CH:27][CH:28]=4)=[O:21])[CH2:18][CH2:19]3)=[N:9][CH:10]=[N:11]2)=[CH:6][CH:5]=1, predict the reactants needed to synthesize it. The reactants are: [N+:1]([C:4]1[CH:13]=[C:12]2[C:7]([C:8]([N:14]3[CH2:19][CH2:18][N:17]([C:20]([NH:22][C:23]4[CH:28]=[CH:27][C:26]([O:29][C:30]5[CH:35]=[CH:34][CH:33]=[CH:32][CH:31]=5)=[CH:25][CH:24]=4)=[O:21])[CH2:16][CH2:15]3)=[N:9][CH:10]=[N:11]2)=[CH:6][CH:5]=1)([O-])=O.[H][H]. (6) Given the product [O:11]1[C:12]2[CH:17]=[CH:16][C:15]([CH2:18][C:19]3[CH:20]=[C:21]([C@H:28]4[C@H:33]([OH:34])[C@@H:32]([OH:35])[C@H:31]([OH:36])[C@@H:30]([CH2:37][OH:38])[O:29]4)[CH:22]=[CH:23][C:24]=3[CH:25]([CH3:27])[CH3:26])=[CH:14][C:13]=2[NH:8][CH2:9][CH2:10]1, predict the reactants needed to synthesize it. The reactants are: C([N:8]1[C:13]2[CH:14]=[C:15]([CH2:18][C:19]3[CH:20]=[C:21]([C@H:28]4[C@H:33]([OH:34])[C@@H:32]([OH:35])[C@H:31]([OH:36])[C@@H:30]([CH2:37][OH:38])[O:29]4)[CH:22]=[CH:23][C:24]=3[CH:25]([CH3:27])[CH3:26])[CH:16]=[CH:17][C:12]=2[O:11][CH2:10][CH2:9]1)C1C=CC=CC=1.Cl. (7) Given the product [ClH:45].[C:35]1([C:38]2[CH:43]=[CH:42][CH:41]=[CH:40][CH:39]=2)[CH:34]=[CH:33][C:32]([CH:30]([NH:7][CH2:8][C:9]([N:11]2[CH2:12][CH2:13][N:14]([C:17](=[O:29])[C:18]3[CH:23]=[C:22]([F:24])[CH:21]=[CH:20][C:19]=3[C:25]([F:28])([F:27])[F:26])[CH2:15][CH2:16]2)=[O:10])[CH3:31])=[CH:37][CH:36]=1, predict the reactants needed to synthesize it. The reactants are: C(OC(=O)[N:7]([CH:30]([C:32]1[CH:37]=[CH:36][C:35]([C:38]2[CH:43]=[CH:42][CH:41]=[CH:40][CH:39]=2)=[CH:34][CH:33]=1)[CH3:31])[CH2:8][C:9]([N:11]1[CH2:16][CH2:15][N:14]([C:17](=[O:29])[C:18]2[CH:23]=[C:22]([F:24])[CH:21]=[CH:20][C:19]=2[C:25]([F:28])([F:27])[F:26])[CH2:13][CH2:12]1)=[O:10])(C)(C)C.[ClH:45]. (8) The reactants are: [NH2:1][C:2]1[CH:7]=[CH:6][CH:5]=[CH:4][C:3]=1Br.[CH3:9][CH:10]([S:12]([NH:15][CH:16]1[CH2:20][CH2:19][CH:18]=[C:17]1[C:21]1[CH:26]=[CH:25][C:24](OS(OC(F)(F)F)=O)=[CH:23][CH:22]=1)(=[O:14])=[O:13])[CH3:11]. Given the product [NH2:1][C:2]1[CH:7]=[C:6]([C:24]2[CH:23]=[CH:22][C:21]([C:17]3[CH:16]([NH:15][S:12]([CH:10]([CH3:11])[CH3:9])(=[O:14])=[O:13])[CH2:20][CH2:19][CH:18]=3)=[CH:26][CH:25]=2)[CH:5]=[CH:4][CH:3]=1, predict the reactants needed to synthesize it. (9) Given the product [NH2:24][C:23]1[C:18]([C:15]2[O:14][C:13]([C:8]3[CH:9]=[CH:10][CH:11]=[CH:12][C:7]=3[OH:6])=[N:17][N:16]=2)=[N:19][C:20]([C:25]2[CH:30]=[CH:29][C:28]([S:31]([CH:34]([CH3:36])[CH3:35])(=[O:33])=[O:32])=[CH:27][CH:26]=2)=[CH:21][N:22]=1, predict the reactants needed to synthesize it. The reactants are: [Li+].[OH-].C([O:6][C:7]1[CH:12]=[CH:11][CH:10]=[CH:9][C:8]=1[C:13]1[O:14][C:15]([C:18]2[C:23]([NH2:24])=[N:22][CH:21]=[C:20]([C:25]3[CH:30]=[CH:29][C:28]([S:31]([CH:34]([CH3:36])[CH3:35])(=[O:33])=[O:32])=[CH:27][CH:26]=3)[N:19]=2)=[N:16][N:17]=1)(=O)C.Cl. (10) Given the product [C:18]([O:8][CH:6]([CH:5]([CH2:3][CH3:4])[CH:9]([O:11][C:29](=[O:30])[C:28]1[CH:27]=[CH:31][CH:15]=[CH:14][CH:13]=1)[CH3:10])[CH3:7])(=[O:25])[C:19]1[CH:24]=[CH:23][CH:22]=[CH:21][CH:20]=1, predict the reactants needed to synthesize it. The reactants are: O=O.[CH2:3]([CH:5]([CH:9]([OH:11])[CH3:10])[CH:6]([OH:8])[CH3:7])[CH3:4].N1C=C[CH:15]=[CH:14][CH:13]=1.[C:18](Cl)(=[O:25])[C:19]1[CH:24]=[CH:23][CH:22]=[CH:21][CH:20]=1.[CH2:27]1[CH2:31][O:30][CH2:29][CH2:28]1.